This data is from Reaction yield outcomes from USPTO patents with 853,638 reactions. The task is: Predict the reaction yield, written as a fraction of the theoretical maximum amount of product (1.0 means a 100% yield; for example, 0.34 means a 34% yield). (1) The reactants are [CH2:1]([N:8]1[CH2:14][C@@H:13]2[C@H:9]1[CH2:10][CH2:11][NH:12]2)[C:2]1[CH:7]=[CH:6][CH:5]=[CH:4][CH:3]=1.Br[C:16]1[CH:17]=[N:18][CH:19]=[CH:20][CH:21]=1.CC(C)([O-])C.[Na+]. No catalyst specified. The product is [CH2:1]([N:8]1[CH2:14][C@@H:13]2[C@H:9]1[CH2:10][CH2:11][N:12]2[C:16]1[CH:17]=[N:18][CH:19]=[CH:20][CH:21]=1)[C:2]1[CH:3]=[CH:4][CH:5]=[CH:6][CH:7]=1. The yield is 0.980. (2) The product is [N+:1]([C:4]1[CH:13]=[C:12]2[C:7]([CH2:8][CH2:9][CH2:10][CH:11]2[OH:14])=[CH:6][CH:5]=1)([O-:3])=[O:2]. The reactants are [N+:1]([C:4]1[CH:13]=[C:12]2[C:7]([CH2:8][CH2:9][CH2:10][C:11]2=[O:14])=[CH:6][CH:5]=1)([O-:3])=[O:2].[BH4-].[Na+]. The catalyst is CO. The yield is 0.800. (3) The reactants are Cl.[NH:2]([C:4]1[CH:5]=[C:6]([CH:12]=[CH:13][CH:14]=1)C(OCC)=O)[NH2:3].[CH3:15][C:16]1([CH3:24])[CH2:20][CH2:19][CH:18]([C:21]#[N:22])[C:17]1=O.CC(C)(C)C(=O)CC#N. No catalyst specified. The product is [CH3:15][C:16]1([CH3:24])[C:17]2=[N:3][N:2]([C:4]3[CH:14]=[CH:13][CH:12]=[CH:6][CH:5]=3)[C:21]([NH2:22])=[C:18]2[CH2:19][CH2:20]1. The yield is 0.462.